From a dataset of Catalyst prediction with 721,799 reactions and 888 catalyst types from USPTO. Predict which catalyst facilitates the given reaction. Reactant: [CH:1]([N:4]1[CH2:9][CH2:8][N:7]([C:10]([C:12]2[CH:13]=[C:14]3[C:18](=[CH:19][CH:20]=2)[NH:17][C:16]([C:21]([OH:23])=O)=[CH:15]3)=[O:11])[CH2:6][CH2:5]1)([CH3:3])[CH3:2].C1(N2CCN(C(C3C=C4C(=CC=3)NC(C(N3CCS(=O)(=O)CC3)=O)=C4)=O)CC2)CCCC1.F[B-](F)(F)F.N1(OC(N(C)C)=[N+](C)C)C2C=CC=CC=2N=N1.[O:78]1[C:82]2([CH2:87][CH2:86][NH:85][CH2:84][CH2:83]2)[O:81][CH2:80][CH2:79]1.C(N(CC)C(C)C)(C)C. Product: [O:78]1[C:82]2([CH2:87][CH2:86][N:85]([C:21]([C:16]3[NH:17][C:18]4[C:14]([CH:15]=3)=[CH:13][C:12]([C:10]([N:7]3[CH2:8][CH2:9][N:4]([CH:1]([CH3:2])[CH3:3])[CH2:5][CH2:6]3)=[O:11])=[CH:20][CH:19]=4)=[O:23])[CH2:84][CH2:83]2)[O:81][CH2:80][CH2:79]1. The catalyst class is: 9.